This data is from Orexin1 receptor HTS with 218,158 compounds and 233 confirmed actives. The task is: Binary Classification. Given a drug SMILES string, predict its activity (active/inactive) in a high-throughput screening assay against a specified biological target. (1) The compound is O=C1CC(CC(Nc2c(OC)cccc2)=C1C(=O)CCC(OC)=O)(C)C. The result is 0 (inactive). (2) The compound is Clc1ccc(SCCOCCNC(CC)C)cc1. The result is 0 (inactive). (3) The molecule is O=C(Nc1cc(ccc1)C)Cn1c2c(nc1/C=C\c1ccccc1)cccc2. The result is 0 (inactive).